From a dataset of Forward reaction prediction with 1.9M reactions from USPTO patents (1976-2016). Predict the product of the given reaction. (1) The product is: [CH:1]1([C:4]2[CH:5]=[N:6][C:7]([NH:13][C:14]3[CH:15]=[C:16]4[C:20](=[CH:21][CH:22]=3)[N:19]([CH2:23][C:24]3[CH:29]=[CH:28][CH:27]=[C:26]([CH2:30][CH2:31][CH2:32][O:33][CH3:34])[CH:25]=3)[CH:18]=[CH:17]4)=[C:8]([CH:12]=2)[C:9]([OH:11])=[O:10])[CH2:3][CH2:2]1. Given the reactants [CH:1]1([C:4]2[CH:5]=[N:6][C:7]([NH:13][C:14]3[CH:15]=[C:16]4[C:20](=[CH:21][CH:22]=3)[N:19]([CH2:23][C:24]3[CH:29]=[CH:28][CH:27]=[C:26](/[CH:30]=[CH:31]/[CH2:32][O:33][CH3:34])[CH:25]=3)[CH:18]=[CH:17]4)=[C:8]([CH:12]=2)[C:9]([OH:11])=[O:10])[CH2:3][CH2:2]1, predict the reaction product. (2) Given the reactants [NH2:1][C:2]1[C:11]2[C:6](=[CH:7][CH:8]=[CH:9][CH:10]=2)[CH:5]=[CH:4][C:3]=1[C:12]([OH:21])([C:17]([F:20])([F:19])[F:18])[C:13]([F:16])([F:15])[F:14].[C:22](Cl)(=[O:29])[C:23]1[CH:28]=[CH:27][CH:26]=[CH:25][CH:24]=1, predict the reaction product. The product is: [F:20][C:17]([F:18])([F:19])[C:12]([C:3]1[CH:4]=[CH:5][C:6]2[C:11](=[CH:10][CH:9]=[CH:8][CH:7]=2)[C:2]=1[NH:1][C:22](=[O:29])[C:23]1[CH:28]=[CH:27][CH:26]=[CH:25][CH:24]=1)([OH:21])[C:13]([F:14])([F:15])[F:16].